Dataset: Merck oncology drug combination screen with 23,052 pairs across 39 cell lines. Task: Regression. Given two drug SMILES strings and cell line genomic features, predict the synergy score measuring deviation from expected non-interaction effect. (1) Drug 1: CN1C(=O)C=CC2(C)C3CCC4(C)C(NC(=O)OCC(F)(F)F)CCC4C3CCC12. Drug 2: CC(C)CC(NC(=O)C(Cc1ccccc1)NC(=O)c1cnccn1)B(O)O. Cell line: NCIH1650. Synergy scores: synergy=-15.5. (2) Drug 1: O=P1(N(CCCl)CCCl)NCCCO1. Drug 2: Cn1c(=O)n(-c2ccc(C(C)(C)C#N)cc2)c2c3cc(-c4cnc5ccccc5c4)ccc3ncc21. Cell line: A427. Synergy scores: synergy=6.84. (3) Drug 1: CC1CC2C3CCC4=CC(=O)C=CC4(C)C3(F)C(O)CC2(C)C1(O)C(=O)CO. Drug 2: CCc1cnn2c(NCc3ccc[n+]([O-])c3)cc(N3CCCCC3CCO)nc12. Cell line: SW837. Synergy scores: synergy=-0.614. (4) Drug 1: CC1CC2C3CCC4=CC(=O)C=CC4(C)C3(F)C(O)CC2(C)C1(O)C(=O)CO. Drug 2: CC1(c2nc3c(C(N)=O)cccc3[nH]2)CCCN1. Cell line: UWB1289BRCA1. Synergy scores: synergy=-0.588. (5) Drug 2: CNC(=O)c1cc(Oc2ccc(NC(=O)Nc3ccc(Cl)c(C(F)(F)F)c3)cc2)ccn1. Synergy scores: synergy=-1.50. Cell line: A427. Drug 1: N.N.O=C(O)C1(C(=O)O)CCC1.[Pt].